Predict the reactants needed to synthesize the given product. From a dataset of Full USPTO retrosynthesis dataset with 1.9M reactions from patents (1976-2016). (1) Given the product [F:11][C:3]1[CH:4]=[C:5]([N+:8]([O-:10])=[O:9])[CH:6]=[CH:7][C:2]=1[O:16][CH2:15][CH2:14][N:13]([CH3:17])[CH3:12], predict the reactants needed to synthesize it. The reactants are: F[C:2]1[CH:7]=[CH:6][C:5]([N+:8]([O-:10])=[O:9])=[CH:4][C:3]=1[F:11].[CH3:12][N:13]([CH3:17])[CH2:14][CH2:15][OH:16].C(=O)([O-])[O-].[Cs+].[Cs+]. (2) The reactants are: CN(C)C(N1C[CH:9]=[C:8]([C:11]2[NH:58][C:14]3[N:15]=[CH:16][N:17]=[C:18]([C:19]4[CH:24]=[CH:23][CH:22]=[C:21]([NH:25][C:26](=[O:38])[C:27]5[CH:32]=[CH:31][C:30]([C:33]([OH:36])([CH3:35])[CH3:34])=[CH:29][C:28]=5[F:37])[C:20]=4[C:39]([C:52]4[CH:57]=[CH:56][CH:55]=[CH:54][CH:53]=4)([C:46]4[CH:51]=[CH:50][CH:49]=[CH:48][CH:47]=4)[O:40][SiH2:41][C:42]([CH3:45])([CH3:44])[CH3:43])[C:13]=3[CH:12]=2)[CH2:7][CH2:6]1)=O.C([SiH2][O:65][C:66](C1C=CC=CC=1)(C1C=CC=CC=1)C1C(C2C3C=C(C4CCOCC=4)NC=3N=CN=2)=CC=CC=1N)(C)(C)C. Given the product [C:42]([SiH2:41][O:40][C:39]([C:46]1[CH:47]=[CH:48][CH:49]=[CH:50][CH:51]=1)([C:52]1[CH:53]=[CH:54][CH:55]=[CH:56][CH:57]=1)[C:20]1[C:19]([C:18]2[C:13]3[CH:12]=[C:11]([C:8]4[CH2:9][CH2:66][O:65][CH2:6][CH:7]=4)[NH:58][C:14]=3[N:15]=[CH:16][N:17]=2)=[CH:24][CH:23]=[CH:22][C:21]=1[NH:25][C:26](=[O:38])[C:27]1[CH:32]=[CH:31][C:30]([C:33]([OH:36])([CH3:35])[CH3:34])=[CH:29][C:28]=1[F:37])([CH3:44])([CH3:45])[CH3:43], predict the reactants needed to synthesize it. (3) The reactants are: [CH2:1]([O:8][CH2:9][C:10](=O)[CH3:11])[C:2]1[CH:7]=[CH:6][CH:5]=[CH:4][CH:3]=1.[C-:13]#[N:14].[Na+].[NH4+:16].[Cl-].N. Given the product [NH2:16][C:10]([CH3:11])([CH2:9][O:8][CH2:1][C:2]1[CH:7]=[CH:6][CH:5]=[CH:4][CH:3]=1)[C:13]#[N:14], predict the reactants needed to synthesize it. (4) Given the product [Br-:2].[F:11][C:12]1[C:19]([Cl:20])=[CH:18][CH:17]=[CH:16][C:13]=1[CH2:14][Zn+:1], predict the reactants needed to synthesize it. The reactants are: [Zn:1].[Br:2]CCBr.C[Si](Cl)(C)C.[F:11][C:12]1[C:19]([Cl:20])=[CH:18][CH:17]=[CH:16][C:13]=1[CH2:14]Br. (5) Given the product [ClH:35].[C:31]([N:12]1[C:13]2[C:18](=[CH:17][C:16]([C:19]#[C:20][Si:21]([CH:22]([CH3:24])[CH3:23])([CH:28]([CH3:30])[CH3:29])[CH:25]([CH3:27])[CH3:26])=[CH:15][CH:14]=2)[C@H:9]([NH2:5])[CH2:10][C@@H:11]1[CH3:34])(=[O:33])[CH3:32], predict the reactants needed to synthesize it. The reactants are: CC([N:5]([C@H:9]1[C:18]2[C:13](=[CH:14][CH:15]=[C:16]([C:19]#[C:20][Si:21]([CH:28]([CH3:30])[CH3:29])([CH:25]([CH3:27])[CH3:26])[CH:22]([CH3:24])[CH3:23])[CH:17]=2)[N:12]([C:31](=[O:33])[CH3:32])[C@@H:11]([CH3:34])[CH2:10]1)C(=O)[O-])(C)C.[ClH:35]. (6) Given the product [CH3:16][C:17]1([CH3:25])[C:19]([CH3:21])([CH3:20])[CH:18]1[C:22]([C:7]1[C:6]2[C:10](=[CH:11][C:3]([C:1]#[N:2])=[CH:4][CH:5]=2)[NH:9][CH:8]=1)=[O:23], predict the reactants needed to synthesize it. The reactants are: [C:1]([C:3]1[CH:11]=[C:10]2[C:6]([CH:7]=[CH:8][NH:9]2)=[CH:5][CH:4]=1)#[N:2].C([Mg]Br)C.[CH3:16][C:17]1([CH3:25])[C:19]([CH3:21])([CH3:20])[CH:18]1[C:22](Cl)=[O:23].